From a dataset of Peptide-MHC class I binding affinity with 185,985 pairs from IEDB/IMGT. Regression. Given a peptide amino acid sequence and an MHC pseudo amino acid sequence, predict their binding affinity value. This is MHC class I binding data. (1) The peptide sequence is KLLISCWQR. The MHC is HLA-A68:01 with pseudo-sequence HLA-A68:01. The binding affinity (normalized) is 0.418. (2) The peptide sequence is GADDSIVTGI. The MHC is Mamu-A2201 with pseudo-sequence Mamu-A2201. The binding affinity (normalized) is 0. (3) The peptide sequence is LCYALDLLY. The MHC is HLA-A30:02 with pseudo-sequence HLA-A30:02. The binding affinity (normalized) is 0.432. (4) The peptide sequence is LLLIALWNL. The MHC is HLA-B35:01 with pseudo-sequence HLA-B35:01. The binding affinity (normalized) is 0. (5) The peptide sequence is ALGYTTEEI. The MHC is HLA-A11:01 with pseudo-sequence HLA-A11:01. The binding affinity (normalized) is 0.0847. (6) The peptide sequence is RRIRQGLELTL. The MHC is Mamu-B03 with pseudo-sequence Mamu-B03. The binding affinity (normalized) is 0.916. (7) The peptide sequence is YRHDGGNVL. The MHC is Patr-A0401 with pseudo-sequence Patr-A0401. The binding affinity (normalized) is 0.